From a dataset of Catalyst prediction with 721,799 reactions and 888 catalyst types from USPTO. Predict which catalyst facilitates the given reaction. (1) Reactant: [CH3:1][O:2][C:3]1[C:11]2[O:10][C:9]([C:12]3([CH3:17])[O:16][CH2:15][CH2:14][O:13]3)=[CH:8][C:7]=2[C:6]([N+:18]([O-])=O)=[CH:5][CH:4]=1. Product: [NH2:18][C:6]1[C:7]2[CH:8]=[C:9]([C:12]3([CH3:17])[O:13][CH2:14][CH2:15][O:16]3)[O:10][C:11]=2[C:3]([O:2][CH3:1])=[CH:4][CH:5]=1. The catalyst class is: 29. (2) Reactant: C[C:2]([CH3:5])([O-:4])[CH3:3].[K+].O[C:8]1[C:16]2[C:11](=[CH:12][CH:13]=[CH:14][CH:15]=2)[NH:10][C:9]=1[C:17]([O:19][CH3:20])=[O:18].BrC(C)C. Product: [CH:2]([O:4][C:8]1[C:16]2[C:11](=[CH:12][CH:13]=[CH:14][CH:15]=2)[NH:10][C:9]=1[C:17]([O:19][CH3:20])=[O:18])([CH3:5])[CH3:3]. The catalyst class is: 16. (3) The catalyst class is: 152. Reactant: [F:1][C:2]1[N:7]=[CH:6][C:5]([NH:8][C:9]([CH:11]2[CH2:14][CH2:13][CH2:12]2)=[O:10])=[CH:4][CH:3]=1.[N+:15]([O-])([OH:17])=[O:16].[OH-].[Na+]. Product: [F:1][C:2]1[N:7]=[C:6]([N+:15]([O-:17])=[O:16])[C:5]([NH:8][C:9]([CH:11]2[CH2:12][CH2:13][CH2:14]2)=[O:10])=[CH:4][CH:3]=1. (4) Reactant: [NH2:1][C@:2]12[CH2:45][CH2:44][C@@H:43]([C:46]([CH3:48])=[CH2:47])[C@@H:3]1[C@@H:4]1[C@@:17]([CH3:20])([CH2:18][CH2:19]2)[C@@:16]2([CH3:21])[C@@H:7]([C@:8]3([CH3:42])[C@@H:13]([CH2:14][CH2:15]2)[C:12]([CH3:23])([CH3:22])[C:11]([C:24]2[CH2:29][CH2:28][C@@:27]([CH2:40][F:41])([C:30]([O:32][CH2:33][C:34]4[CH:39]=[CH:38][CH:37]=[CH:36][CH:35]=4)=[O:31])[CH2:26][CH:25]=2)=[CH:10][CH2:9]3)[CH2:6][CH2:5]1.[CH:49]([S:51]([CH:54]=[CH2:55])(=[O:53])=[O:52])=[CH2:50].[NH:56]1[CH2:61][CH2:60][S:59](=[O:63])(=[O:62])[CH2:58][CH2:57]1. Product: [O:52]=[S:51]1(=[O:53])[CH2:54][CH2:55][N:56]([CH2:57][CH2:58][S:59]([CH2:60][CH2:61][NH:1][C@:2]23[CH2:45][CH2:44][C@@H:43]([C:46]([CH3:48])=[CH2:47])[C@@H:3]2[C@@H:4]2[C@@:17]([CH3:20])([CH2:18][CH2:19]3)[C@@:16]3([CH3:21])[C@@H:7]([C@:8]4([CH3:42])[C@@H:13]([CH2:14][CH2:15]3)[C:12]([CH3:22])([CH3:23])[C:11]([C:24]3[CH2:29][CH2:28][C@@:27]([CH2:40][F:41])([C:30]([O:32][CH2:33][C:34]5[CH:35]=[CH:36][CH:37]=[CH:38][CH:39]=5)=[O:31])[CH2:26][CH:25]=3)=[CH:10][CH2:9]4)[CH2:6][CH2:5]2)(=[O:63])=[O:62])[CH2:50][CH2:49]1. The catalyst class is: 26.